The task is: Predict the reactants needed to synthesize the given product.. This data is from Retrosynthesis with 50K atom-mapped reactions and 10 reaction types from USPTO. Given the product CCOC(=O)CCCc1nccc2c(-c3noc(-c4ccc(OC(C)C)c(Cl)c4)n3)cccc12, predict the reactants needed to synthesize it. The reactants are: CC(C)Oc1ccc(-c2nc(-c3cccc4c(Br)nccc34)no2)cc1Cl.CCOC(=O)CCC[Zn]Br.